From a dataset of Catalyst prediction with 721,799 reactions and 888 catalyst types from USPTO. Predict which catalyst facilitates the given reaction. (1) Reactant: [OH:1][C:2]1[CH:3]=[C:4]([CH2:8][CH2:9][S:10][C:11]2[CH:20]=[CH:19][CH:18]=[CH:17][C:12]=2[C:13]([O:15][CH3:16])=[O:14])[CH:5]=[CH:6][CH:7]=1.[CH2:21]([N:28]([CH2:33][CH2:34][CH2:35][CH2:36][CH2:37][CH3:38])[C:29](=[O:32])[CH2:30]Br)[C:22]1[CH:27]=[CH:26][CH:25]=[CH:24][CH:23]=1.C([O-])([O-])=O.[K+].[K+]. Product: [CH2:21]([N:28]([CH2:33][CH2:34][CH2:35][CH2:36][CH2:37][CH3:38])[C:29](=[O:32])[CH2:30][O:1][C:2]1[CH:3]=[C:4]([CH2:8][CH2:9][S:10][C:11]2[CH:20]=[CH:19][CH:18]=[CH:17][C:12]=2[C:13]([O:15][CH3:16])=[O:14])[CH:5]=[CH:6][CH:7]=1)[C:22]1[CH:27]=[CH:26][CH:25]=[CH:24][CH:23]=1. The catalyst class is: 10. (2) Reactant: [Br:1][C:2]1[S:6][C:5]([C:7]([NH2:9])=[O:8])=[C:4]([NH:10]C(OC(C)(C)C)=O)[CH:3]=1.FC(F)(F)C(O)=O.C(=O)([O-])O.[Na+]. Product: [NH2:10][C:4]1[CH:3]=[C:2]([Br:1])[S:6][C:5]=1[C:7]([NH2:9])=[O:8]. The catalyst class is: 4. (3) Reactant: [NH2:1][C:2]1[N:6]([C:7]2[CH:8]=[C:9]([OH:13])[CH:10]=[CH:11][CH:12]=2)[N:5]=[C:4]([C:14]([CH3:35])([CH3:34])[CH2:15][O:16][Si:17]([C:30]([CH3:33])([CH3:32])[CH3:31])([C:24]2[CH:29]=[CH:28][CH:27]=[CH:26][CH:25]=2)[C:18]2[CH:23]=[CH:22][CH:21]=[CH:20][CH:19]=2)[CH:3]=1.C1(P(C2C=CC=CC=2)C2C=CC=CC=2)C=CC=CC=1.[O:55]1[CH2:60][CH2:59][CH2:58][CH2:57][CH:56]1[O:61][CH2:62][CH2:63]O.CC(OC(/N=N/C(OC(C)C)=O)=O)C. Product: [C:30]([Si:17]([C:18]1[CH:23]=[CH:22][CH:21]=[CH:20][CH:19]=1)([C:24]1[CH:29]=[CH:28][CH:27]=[CH:26][CH:25]=1)[O:16][CH2:15][C:14]([C:4]1[CH:3]=[C:2]([NH2:1])[N:6]([C:7]2[CH:12]=[CH:11][CH:10]=[C:9]([O:13][CH2:63][CH2:62][O:61][CH:56]3[CH2:57][CH2:58][CH2:59][CH2:60][O:55]3)[CH:8]=2)[N:5]=1)([CH3:35])[CH3:34])([CH3:33])([CH3:32])[CH3:31]. The catalyst class is: 20.